Task: Predict which catalyst facilitates the given reaction.. Dataset: Catalyst prediction with 721,799 reactions and 888 catalyst types from USPTO (1) Reactant: [O:1]=[C:2]([CH3:9])[CH2:3][C:4]([O:6][CH2:7][CH3:8])=[O:5].[N:10]([O-])=[O:11].[Na+].COC(C)(C)C. Product: [OH:11]/[N:10]=[C:3](\[C:2](=[O:1])[CH3:9])/[C:4]([O:6][CH2:7][CH3:8])=[O:5]. The catalyst class is: 313. (2) Reactant: [Cl:1][C:2]1[CH:7]=[CH:6][CH:5]=[C:4]([Cl:8])[C:3]=1[C:9]1[C:14]2[O:15][C@@H:16]([CH2:19][OH:20])[CH2:17][O:18][C:13]=2[CH:12]=[C:11]([F:21])[CH:10]=1.[C:22]1([CH3:32])[CH:27]=[CH:26][C:25]([S:28](Cl)(=[O:30])=[O:29])=[CH:24][CH:23]=1.C(N(C(C)C)CC)(C)C. Product: [Cl:8][C:4]1[CH:5]=[CH:6][CH:7]=[C:2]([Cl:1])[C:3]=1[C:9]1[C:14]2[O:15][C@@H:16]([CH2:19][O:20][S:28]([C:25]3[CH:26]=[CH:27][C:22]([CH3:32])=[CH:23][CH:24]=3)(=[O:30])=[O:29])[CH2:17][O:18][C:13]=2[CH:12]=[C:11]([F:21])[CH:10]=1. The catalyst class is: 64. (3) The catalyst class is: 4. Reactant: [Cl:1][C:2]1[C:3]([CH2:21]O)=[N:4][CH:5]=[C:6]([CH:8]2[CH2:13][CH2:12][N:11]([C:14]([O:16][C:17]([CH3:20])([CH3:19])[CH3:18])=[O:15])[CH2:10][CH2:9]2)[CH:7]=1.N1C=CC=CC=1.S(Cl)([Cl:31])=O. Product: [Cl:1][C:2]1[C:3]([CH2:21][Cl:31])=[N:4][CH:5]=[C:6]([CH:8]2[CH2:13][CH2:12][N:11]([C:14]([O:16][C:17]([CH3:20])([CH3:19])[CH3:18])=[O:15])[CH2:10][CH2:9]2)[CH:7]=1. (4) Reactant: [CH:1]12[O:8][CH:7]1[CH2:6][CH:5]([C:9]1[N:13]([CH3:14])[N:12]=[CH:11][C:10]=1[N+:15]([O-:17])=[O:16])[O:4][CH2:3][CH2:2]2.CO.[Cl-].[NH4+].[N-:22]=[N+:23]=[N-:24].[Na+]. Product: [N:22]([CH:1]1[CH2:2][CH2:3][O:4][CH:5]([C:9]2[N:13]([CH3:14])[N:12]=[CH:11][C:10]=2[N+:15]([O-:17])=[O:16])[CH2:6][CH:7]1[OH:8])=[N+:23]=[N-:24]. The catalyst class is: 6. (5) Reactant: [C:1]([O:5][C:6](=[O:19])[N:7]([CH2:9][CH2:10][CH2:11][CH2:12][NH:13][CH2:14][CH2:15][CH2:16][CH2:17][NH2:18])[CH3:8])([CH3:4])([CH3:3])[CH3:2].[O-]S([O-])(=O)=O.[Na+].[Na+].C(=O)C1C(=CC=CC=1)O.[C:36](O[C:36]([O:38][C:39]([CH3:42])([CH3:41])[CH3:40])=[O:37])([O:38][C:39]([CH3:42])([CH3:41])[CH3:40])=[O:37]. Product: [NH2:18][CH2:17][CH2:16][CH2:15][CH2:14][N:13]([C:36]([O:38][C:39]([CH3:42])([CH3:41])[CH3:40])=[O:37])[CH2:12][CH2:11][CH2:10][CH2:9][N:7]([CH3:8])[C:6](=[O:19])[O:5][C:1]([CH3:4])([CH3:2])[CH3:3]. The catalyst class is: 100. (6) Reactant: [NH2:1][C:2]1[N:7]=[CH:6][C:5](/[CH:8]=[CH:9]/[C:10]([N:12]([CH3:24])[CH2:13][C:14]2[S:18][C:17]3[CH:19]=[CH:20][CH:21]=[CH:22][C:16]=3[C:15]=2[CH3:23])=[O:11])=[CH:4][CH:3]=1.NC1N=CC(/C=C/C(N(C)CC2N(C)C3C(C=2)=CC=CC=3)=O)=CC=1.[C:49]1(=O)[O:54][C:52](=[O:53])[CH2:51][CH2:50]1. Product: [O:53]=[C:52]1[CH2:51][CH2:50][C:49](=[O:54])[N:1]1[C:2]1[N:7]=[CH:6][C:5](/[CH:8]=[CH:9]/[C:10]([N:12]([CH3:24])[CH2:13][C:14]2[S:18][C:17]3[CH:19]=[CH:20][CH:21]=[CH:22][C:16]=3[C:15]=2[CH3:23])=[O:11])=[CH:4][CH:3]=1. The catalyst class is: 12. (7) Reactant: [C:1]([O:5][C:6]([N:8]([CH3:76])[C@@H:9]([CH3:75])[C:10]([NH:12][C@@H:13]([CH2:18][C:19]1[CH:24]=[CH:23][C:22](/[CH:25]=[CH:26]/[C:27]2[CH:32]=[CH:31][C:30]([C:33](=[O:74])[NH:34][C@H:35]3[CH2:39][C@@H:38]([C:40](=[O:52])[NH:41][C@H:42]4[C:51]5[C:46](=[CH:47][CH:48]=[CH:49][CH:50]=5)[CH2:45][CH2:44][CH2:43]4)[N:37]([C:53](=[O:73])[C@@H:54]([NH:59][C:60](=[O:72])[C@@H:61]([N:63]([C:65]([O:67][C:68]([CH3:71])([CH3:70])[CH3:69])=[O:66])[CH3:64])[CH3:62])[C:55]([CH3:58])([CH3:57])[CH3:56])[CH2:36]3)=[CH:29][CH:28]=2)=[CH:21][CH:20]=1)[C:14]([O:16]C)=[O:15])=[O:11])=[O:7])([CH3:4])([CH3:3])[CH3:2].[Li+].[OH-]. Product: [C:1]([O:5][C:6]([N:8]([CH3:76])[C@@H:9]([CH3:75])[C:10]([NH:12][C@@H:13]([CH2:18][C:19]1[CH:20]=[CH:21][C:22](/[CH:25]=[CH:26]/[C:27]2[CH:32]=[CH:31][C:30]([C:33](=[O:74])[NH:34][C@H:35]3[CH2:39][C@@H:38]([C:40](=[O:52])[NH:41][C@H:42]4[C:51]5[C:46](=[CH:47][CH:48]=[CH:49][CH:50]=5)[CH2:45][CH2:44][CH2:43]4)[N:37]([C:53](=[O:73])[C@@H:54]([NH:59][C:60](=[O:72])[C@@H:61]([N:63]([C:65]([O:67][C:68]([CH3:71])([CH3:70])[CH3:69])=[O:66])[CH3:64])[CH3:62])[C:55]([CH3:56])([CH3:58])[CH3:57])[CH2:36]3)=[CH:29][CH:28]=2)=[CH:23][CH:24]=1)[C:14]([OH:16])=[O:15])=[O:11])=[O:7])([CH3:2])([CH3:3])[CH3:4]. The catalyst class is: 92.